This data is from Forward reaction prediction with 1.9M reactions from USPTO patents (1976-2016). The task is: Predict the product of the given reaction. (1) The product is: [O:1]=[S:2]1(=[O:28])[C:7]2[CH:8]=[CH:9][CH:10]=[CH:11][C:6]=2[NH:5][C:4]([C:12]2[C:17](=[O:18])[N:16]([NH:19][CH:20]([CH3:29])[CH2:35][CH2:36][CH3:37])[C:15]3[CH:24]=[CH:25][S:26][C:14]=3[C:13]=2[OH:27])=[N:3]1. Given the reactants [O:1]=[S:2]1(=[O:28])[C:7]2[CH:8]=[CH:9][CH:10]=[CH:11][C:6]=2[NH:5][C:4]([C:12]2[C:17](=[O:18])[N:16]([N:19]=[CH:20]C(C)C)[C:15]3[CH:24]=[CH:25][S:26][C:14]=3[C:13]=2[OH:27])=[N:3]1.[CH3:29]O.[BH4-].[Li+].Cl.O1C[CH2:37][CH2:36][CH2:35]1, predict the reaction product. (2) Given the reactants [F:1][C:2]1[CH:3]=[C:4]([CH:14]=[CH:15][CH:16]=1)[CH2:5][CH:6]1[CH2:13][N:12]2[CH:8]([CH2:9][CH2:10][CH2:11]2)[CH2:7]1.[Cl:17][S:18](O)(=[O:20])=[O:19].O.C(=O)(O)[O-].[Na+], predict the reaction product. The product is: [F:1][C:2]1[CH:16]=[CH:15][C:14]([S:18]([Cl:17])(=[O:20])=[O:19])=[C:4]([CH2:5][CH:6]2[CH2:13][N:12]3[CH:8]([CH2:9][CH2:10][CH2:11]3)[CH2:7]2)[CH:3]=1. (3) Given the reactants [CH:1]1([C@H:4]2[C@H:13]([CH3:14])[C@@H:12]([NH:15][C:16]3[C:21]([O:22]C)=[CH:20][CH:19]=[CH:18][N:17]=3)[C:11]3[C:6](=[CH:7][CH:8]=[C:9]([F:24])[CH:10]=3)[N:5]2[C:25](=[O:27])[CH3:26])[CH2:3][CH2:2]1.[I-].[Li+], predict the reaction product. The product is: [CH:1]1([C@H:4]2[C@H:13]([CH3:14])[C@@H:12]([NH:15][C:16]3[C:21]([OH:22])=[CH:20][CH:19]=[CH:18][N:17]=3)[C:11]3[C:6](=[CH:7][CH:8]=[C:9]([F:24])[CH:10]=3)[N:5]2[C:25](=[O:27])[CH3:26])[CH2:2][CH2:3]1. (4) The product is: [C:23]([C@H:20]1[CH2:21][CH2:22][C@H:17]([O:16][C:7]2[C:8]([C:12]([F:13])([F:14])[F:15])=[C:9]3[C:4](=[CH:5][CH:6]=2)[CH:3]=[C:2]([CH:66]([N+:67]([O-:69])=[O:68])[CH2:65][CH2:64][C:63]([O:62][CH3:61])=[O:70])[CH:11]=[CH:10]3)[CH2:18][CH2:19]1)([CH3:26])([CH3:24])[CH3:25]. Given the reactants Br[C:2]1[CH:3]=[C:4]2[C:9](=[CH:10][CH:11]=1)[C:8]([C:12]([F:15])([F:14])[F:13])=[C:7]([O:16][C@H:17]1[CH2:22][CH2:21][C@H:20]([C:23]([CH3:26])([CH3:25])[CH3:24])[CH2:19][CH2:18]1)[CH:6]=[CH:5]2.C(P(C(C)(C)C)C1C=CC=CC=1C1C=CC=CC=1C)(C)(C)C.C(=O)([O-])[O-].[Cs+].[Cs+].COCCOC.[CH3:61][O:62][C:63](=[O:70])[CH2:64][CH2:65][CH2:66][N+:67]([O-:69])=[O:68], predict the reaction product. (5) Given the reactants [C:1]1([Se:7]Cl)[CH:6]=[CH:5][CH:4]=[CH:3][CH:2]=1.N1[CH:14]=[CH:13][CH:12]=[CH:11][CH:10]=1.O[C:16](O)=O, predict the reaction product. The product is: [C:1]1([Se:7][C:10]2[CH:16]=[CH:14][CH:13]=[CH:12][CH:11]=2)[CH:6]=[CH:5][CH:4]=[CH:3][CH:2]=1. (6) Given the reactants [CH3:1][N:2]1[CH2:7][CH2:6][CH:5]([C:8]2[C:16]3[C:11](=[CH:12][CH:13]=[N:14][CH:15]=3)[NH:10][CH:9]=2)[CH2:4][CH2:3]1.[Cl:17][C:18]1[CH:26]=[CH:25][CH:24]=[C:23]([Cl:27])[C:19]=1[C:20](Cl)=[O:21].C[Si]([N-][Si](C)(C)C)(C)C.[Na+], predict the reaction product. The product is: [Cl:17][C:18]1[CH:26]=[CH:25][CH:24]=[C:23]([Cl:27])[C:19]=1[C:20]([N:10]1[C:11]2[C:16](=[CH:15][N:14]=[CH:13][CH:12]=2)[C:8]([CH:5]2[CH2:4][CH2:3][N:2]([CH3:1])[CH2:7][CH2:6]2)=[CH:9]1)=[O:21]. (7) Given the reactants CC(S([NH:7][C@H:8]([C:11]1[CH:16]=[CH:15][N:14]=[C:13]([C:17]([NH2:19])=[O:18])[CH:12]=1)[CH2:9][CH3:10])=O)(C)C.Cl, predict the reaction product. The product is: [NH2:7][C@H:8]([C:11]1[CH:16]=[CH:15][N:14]=[C:13]([C:17]([NH2:19])=[O:18])[CH:12]=1)[CH2:9][CH3:10].